From a dataset of Catalyst prediction with 721,799 reactions and 888 catalyst types from USPTO. Predict which catalyst facilitates the given reaction. Reactant: [NH2:1][C:2]1[CH:3]=[C:4]([CH:32]=[CH:33][CH:34]=1)[O:5][C:6]1[C:7]2[CH:31]=[CH:30][NH:29][C:8]=2[N:9]=[C:10]([NH:12][C:13]2[CH:18]=[CH:17][C:16]([NH:19][CH:20]3[CH2:23][N:22]([CH2:24][CH2:25][F:26])[CH2:21]3)=[CH:15][C:14]=2[O:27][CH3:28])[N:11]=1.C(N(C(C)C)CC)(C)C.C(Cl)Cl.[C:47](Cl)(=[O:50])[CH:48]=[CH2:49]. Product: [F:26][CH2:25][CH2:24][N:22]1[CH2:23][CH:20]([NH:19][C:16]2[CH:17]=[CH:18][C:13]([NH:12][C:10]3[N:11]=[C:6]([O:5][C:4]4[CH:3]=[C:2]([NH:1][C:47](=[O:50])[CH:48]=[CH2:49])[CH:34]=[CH:33][CH:32]=4)[C:7]4[CH:31]=[CH:30][NH:29][C:8]=4[N:9]=3)=[C:14]([O:27][CH3:28])[CH:15]=2)[CH2:21]1. The catalyst class is: 1.